This data is from Forward reaction prediction with 1.9M reactions from USPTO patents (1976-2016). The task is: Predict the product of the given reaction. (1) Given the reactants [F:1][C:2]1[CH:7]=[CH:6][C:5]([C@H:8]2[CH2:12][O:11][C:10](=[O:13])[N:9]2[C:14]2[CH:19]=[CH:18][N:17]3[N:20]=[CH:21][C:22]([C:23]4[CH:32]=[CH:31][C:26]([C:27]([NH:29][NH2:30])=[O:28])=[CH:25][CH:24]=4)=[C:16]3[N:15]=2)=[CH:4][CH:3]=1.[CH2:33]([N:35](CC)CC)[CH3:34].Cl.C(=N)(OCC)C.Cl, predict the reaction product. The product is: [F:1][C:2]1[CH:7]=[CH:6][C:5]([C@H:8]2[CH2:12][O:11][C:10](=[O:13])[N:9]2[C:14]2[CH:19]=[CH:18][N:17]3[N:20]=[CH:21][C:22]([C:23]4[CH:32]=[CH:31][C:26]([C:27]([NH:29][NH:30][C:33](=[NH:35])[CH3:34])=[O:28])=[CH:25][CH:24]=4)=[C:16]3[N:15]=2)=[CH:4][CH:3]=1. (2) The product is: [F:9][C:10]1[CH:15]=[CH:14][CH:13]=[CH:12][C:11]=1[N:16]1[C:20]([CH2:21][CH2:22][CH2:23][CH2:24][O:25][CH3:26])=[C:19]([C:27]([N:29]([CH2:45][CH:46]([CH3:48])[CH3:47])[C@H:30]2[CH2:35][C@@H:34]([CH:36]3[CH2:2][O:37]3)[CH2:33][N:32]([C:38]([O:40][C:41]([CH3:42])([CH3:43])[CH3:44])=[O:39])[CH2:31]2)=[O:28])[N:18]=[N:17]1. Given the reactants [I-].[CH3:2][S+](C)(C)=O.[H-].[Na+].[F:9][C:10]1[CH:15]=[CH:14][CH:13]=[CH:12][C:11]=1[N:16]1[C:20]([CH2:21][CH2:22][CH2:23][CH2:24][O:25][CH3:26])=[C:19]([C:27]([N:29]([CH2:45][CH:46]([CH3:48])[CH3:47])[C@H:30]2[CH2:35][C@@H:34]([CH:36]=[O:37])[CH2:33][N:32]([C:38]([O:40][C:41]([CH3:44])([CH3:43])[CH3:42])=[O:39])[CH2:31]2)=[O:28])[N:18]=[N:17]1, predict the reaction product.